From a dataset of Reaction yield outcomes from USPTO patents with 853,638 reactions. Predict the reaction yield, written as a fraction of the theoretical maximum amount of product (1.0 means a 100% yield; for example, 0.34 means a 34% yield). (1) The reactants are O1[CH2:5][CH2:4][CH:3]([O:6][CH:7]([C:9]2[CH:17]=[CH:16][C:12]([C:13]([OH:15])=O)=[CH:11][CH:10]=2)[CH3:8])[CH2:2]1.Cl.C(N=C=N[CH2:24][CH2:25][CH2:26]N(C)C)C.ON1C2C=CC=CC=2N=N1.C(N(CC)CC)C.[NH2:47][CH2:48][C:49]1[C:50]([OH:57])=[N:51][C:52]([CH3:56])=[CH:53][C:54]=1[CH3:55]. The catalyst is ClCCl. The product is [OH:57][C:50]1[C:49]([CH2:48][NH:47][C:13](=[O:15])[C:12]2[CH:11]=[CH:10][C:9]([CH:7]([O:6][C:3]3[CH:2]=[C:25]([CH3:26])[CH:24]=[CH:5][CH:4]=3)[CH3:8])=[CH:17][CH:16]=2)=[C:54]([CH3:55])[CH:53]=[C:52]([CH3:56])[N:51]=1. The yield is 0.920. (2) The reactants are Br[C:2]1[CH:3]=[C:4]2[C:8](=[C:9]([C:11]([NH2:13])=[O:12])[CH:10]=1)[NH:7][CH:6]=[C:5]2[CH2:14][CH:15]1[CH2:19][CH2:18][S:17](=[O:21])(=[O:20])[CH2:16]1.[CH:22]([C:24]1[S:28][CH:27]=[C:26](B(O)O)[CH:25]=1)=O.C(=O)([O-])[O-].[K+].[K+].[CH3:38][NH:39][CH3:40].C1COCC1.[BH-](OC(C)=O)(OC(C)=O)OC(C)=O.[Na+]. The catalyst is O1CCOCC1.O.CC(O)=O.CS(C)=O.C1C=CC(P(C2C=CC=CC=2)[C-]2C=CC=C2)=CC=1.C1C=CC(P(C2C=CC=CC=2)[C-]2C=CC=C2)=CC=1.Cl[Pd]Cl.[Fe+2]. The product is [CH3:38][N:39]([CH2:22][C:24]1[S:28][CH:27]=[C:26]([C:2]2[CH:3]=[C:4]3[C:8](=[C:9]([C:11]([NH2:13])=[O:12])[CH:10]=2)[NH:7][CH:6]=[C:5]3[CH2:14][CH:15]2[CH2:19][CH2:18][S:17](=[O:21])(=[O:20])[CH2:16]2)[CH:25]=1)[CH3:40]. The yield is 0.823. (3) The reactants are [C:1]([C:5]1[CH:21]=[CH:20][C:8]([C:9]([NH:11][C:12]2[CH:16]=[CH:15][S:14][C:13]=2[C:17]([OH:19])=[O:18])=O)=[CH:7][CH:6]=1)([CH3:4])([CH3:3])[CH3:2].C(Cl)(=O)C(Cl)=O. The catalyst is C(Cl)Cl. The product is [C:1]([C:5]1[CH:21]=[CH:20][C:8]([C:9]2[O:18][C:17](=[O:19])[C:13]3[S:14][CH:15]=[CH:16][C:12]=3[N:11]=2)=[CH:7][CH:6]=1)([CH3:4])([CH3:3])[CH3:2]. The yield is 0.960. (4) The reactants are [NH2:1][C:2]1[N:7]=[C:6](Cl)[C:5]([C:9]#[N:10])=[C:4]([C:11]2[CH:16]=[CH:15][CH:14]=[CH:13][CH:12]=2)[N:3]=1.[CH3:17][C@H:18]1[CH2:26][C:25]2[C:20](=[CH:21][C:22](C)=[CH:23][CH:24]=2)[C@@H:19]1[NH2:28].C(=O)([O-])[O-].[K+].[K+]. The catalyst is CN1CCCC1=O. The product is [NH2:1][C:2]1[N:3]=[C:4]([C:11]2[CH:16]=[CH:15][CH:14]=[CH:13][CH:12]=2)[C:5]([C:9]#[N:10])=[C:6]([NH:28][C@H:19]2[C:20]3[C:25](=[CH:24][CH:23]=[CH:22][CH:21]=3)[CH2:26][CH2:18][CH2:17]2)[N:7]=1. The yield is 0.670. (5) The reactants are [CH2:1]([Zn]CC)C.C1(C)C=CC=CC=1.ClCI.[CH3:16]/[C:17](=[CH:20]/[CH:21]([C:23]1[CH:28]=[CH:27][C:26]([CH3:29])=[CH:25][CH:24]=1)[CH3:22])/[CH2:18][OH:19].S(=O)(=O)(O)O. No catalyst specified. The product is [CH3:16][C@:17]1([CH2:18][OH:19])[CH2:1][C@H:20]1[C@H:21]([C:23]1[CH:28]=[CH:27][C:26]([CH3:29])=[CH:25][CH:24]=1)[CH3:22]. The yield is 0.680. (6) The reactants are C(N(CC)CC)C.Cl[C:9]1[CH:13]2[O:14][C:15]([CH3:18])([CH3:17])[O:16][CH:12]2[C:11](=[O:19])[CH:10]=1.[O:20]1[C:24]2[CH:25]=[CH:26][C:27]([CH:29]3[CH2:31][NH:30]3)=[CH:28][C:23]=2[O:22][CH2:21]1. The catalyst is O1CCCC1. The product is [O:20]1[C:24]2[CH:25]=[CH:26][C:27]([CH:29]3[CH2:31][N:30]3[C:9]3[CH:13]4[O:14][C:15]([CH3:18])([CH3:17])[O:16][CH:12]4[C:11](=[O:19])[CH:10]=3)=[CH:28][C:23]=2[O:22][CH2:21]1. The yield is 0.850. (7) The reactants are C[O:2][C:3](=[O:19])[CH:4]=[CH:5][C:6]1[CH:11]=[CH:10][C:9]([C:12]([F:15])([F:14])[F:13])=[CH:8][C:7]=1[O:16][CH2:17][CH3:18].[Li+].[OH-]. The catalyst is C1COCC1.CO. The product is [CH2:17]([O:16][C:7]1[CH:8]=[C:9]([C:12]([F:13])([F:15])[F:14])[CH:10]=[CH:11][C:6]=1[CH:5]=[CH:4][C:3]([OH:19])=[O:2])[CH3:18]. The yield is 0.970.